This data is from Full USPTO retrosynthesis dataset with 1.9M reactions from patents (1976-2016). The task is: Predict the reactants needed to synthesize the given product. (1) Given the product [Cl:1][C:2]1[CH:17]=[CH:16][C:5]([O:6][C:7]2[CH:15]=[CH:14][C:10]([C:11]([N:23]([CH2:24][CH3:25])[CH2:21][CH3:22])=[O:12])=[CH:9][CH:8]=2)=[C:4]([N+:18]([O-:20])=[O:19])[CH:3]=1, predict the reactants needed to synthesize it. The reactants are: [Cl:1][C:2]1[CH:17]=[CH:16][C:5]([O:6][C:7]2[CH:15]=[CH:14][C:10]([C:11](Cl)=[O:12])=[CH:9][CH:8]=2)=[C:4]([N+:18]([O-:20])=[O:19])[CH:3]=1.[CH2:21]([NH:23][CH2:24][CH3:25])[CH3:22]. (2) Given the product [CH2:30]([NH:34][C:25]([C:10]1[C:11]([OH:24])=[C:12]([C:15]([NH:17][CH2:18][C:19]([OH:21])=[O:20])=[O:16])[C:13](=[O:14])[N:8]([CH2:7][CH:1]2[CH2:6][CH2:5][CH2:4][CH2:3][CH2:2]2)[C:9]=1[OH:29])=[O:26])[CH2:31][CH2:32][CH3:33], predict the reactants needed to synthesize it. The reactants are: [CH:1]1([CH2:7][N:8]2[C:13](=[O:14])[C:12]([C:15]([NH:17][CH2:18][C:19]([O:21]CC)=[O:20])=[O:16])=[C:11]([OH:24])[C:10]([C:25](OC)=[O:26])=[C:9]2[OH:29])[CH2:6][CH2:5][CH2:4][CH2:3][CH2:2]1.[CH2:30]([NH2:34])[CH2:31][CH2:32][CH3:33]. (3) The reactants are: [C:1]([C:5]1[C:10]([Cl:11])=[CH:9][C:8]([C:12]2[N:13]([C:31](Cl)=[O:32])[C@H:14]([C:24]3[CH:29]=[CH:28][C:27]([Cl:30])=[CH:26][CH:25]=3)[C@H:15]([C:17]3[CH:22]=[CH:21][C:20]([Cl:23])=[CH:19][CH:18]=3)[N:16]=2)=[C:7]([O:34][CH2:35][CH3:36])[CH:6]=1)([CH3:4])([CH3:3])[CH3:2].[CH3:37][O:38][N:39]([CH3:49])[C:40](=[O:48])[CH2:41][N:42]1[CH2:47][CH2:46][NH:45][CH2:44][CH2:43]1. Given the product [ClH:11].[C:1]([C:5]1[C:10]([Cl:11])=[CH:9][C:8]([C:12]2[N:13]([C:31]([N:45]3[CH2:44][CH2:43][N:42]([CH2:41][C:40]([N:39]([O:38][CH3:37])[CH3:49])=[O:48])[CH2:47][CH2:46]3)=[O:32])[C@H:14]([C:24]3[CH:25]=[CH:26][C:27]([Cl:30])=[CH:28][CH:29]=3)[C@H:15]([C:17]3[CH:18]=[CH:19][C:20]([Cl:23])=[CH:21][CH:22]=3)[N:16]=2)=[C:7]([O:34][CH2:35][CH3:36])[CH:6]=1)([CH3:4])([CH3:2])[CH3:3], predict the reactants needed to synthesize it. (4) Given the product [Cl:1][C:2]1[CH:9]=[C:8]([N:10]2[C@H:14]([CH3:15])[C@H:13]([OH:16])[C:12]([CH3:25])([CH3:24])[C:11]2=[O:26])[CH:7]=[CH:6][C:3]=1[C:4]#[N:5], predict the reactants needed to synthesize it. The reactants are: [Cl:1][C:2]1[CH:9]=[C:8]([N:10]2[C@H:14]([CH3:15])[C@H:13]([O:16][Si](C(C)(C)C)(C)C)[C:12]([CH3:25])([CH3:24])[C:11]2=[O:26])[CH:7]=[CH:6][C:3]=1[C:4]#[N:5].[F-].C([N+](CCCC)(CCCC)CCCC)CCC.C1COCC1.